This data is from Peptide-MHC class II binding affinity with 134,281 pairs from IEDB. The task is: Regression. Given a peptide amino acid sequence and an MHC pseudo amino acid sequence, predict their binding affinity value. This is MHC class II binding data. The peptide sequence is TPGQCNMVVERLGDY. The MHC is DRB3_0202 with pseudo-sequence DRB3_0202. The binding affinity (normalized) is 0.107.